This data is from Full USPTO retrosynthesis dataset with 1.9M reactions from patents (1976-2016). The task is: Predict the reactants needed to synthesize the given product. Given the product [C:1]([C:4]1[C:12]2[C:7](=[CH:8][CH:9]=[C:10]([O:13][CH2:21][C:22]3[N:27]=[CH:26][CH:25]=[CH:24][N:23]=3)[CH:11]=2)[N:6]([CH2:14][C:15]([O:17][CH3:18])=[O:16])[N:5]=1)(=[O:3])[CH3:2], predict the reactants needed to synthesize it. The reactants are: [C:1]([C:4]1[C:12]2[C:7](=[CH:8][CH:9]=[C:10]([OH:13])[CH:11]=2)[N:6]([CH2:14][C:15]([O:17][CH3:18])=[O:16])[N:5]=1)(=[O:3])[CH3:2].Cl.Cl[CH2:21][C:22]1[N:27]=[CH:26][CH:25]=[CH:24][N:23]=1.C([O-])([O-])=O.[Cs+].[Cs+].